From a dataset of Forward reaction prediction with 1.9M reactions from USPTO patents (1976-2016). Predict the product of the given reaction. (1) Given the reactants [O:1]=[C:2]([C:16]1[N:20]([CH3:21])[N:19]=[C:18]([CH3:22])[C:17]=1[CH3:23])[CH:3]([C:6]1[CH:11]=[CH:10][C:9]([C:12]([CH3:15])([CH3:14])[CH3:13])=[CH:8][CH:7]=1)[C:4]#[N:5].[C:24](Cl)(=[O:29])[C:25]([CH3:28])([CH3:27])[CH3:26], predict the reaction product. The product is: [CH3:26][C:25]([CH3:28])([CH3:27])[C:24]([O:1]/[C:2](/[C:16]1[N:20]([CH3:21])[N:19]=[C:18]([CH3:22])[C:17]=1[CH3:23])=[C:3](\[C:6]1[CH:7]=[CH:8][C:9]([C:12]([CH3:15])([CH3:14])[CH3:13])=[CH:10][CH:11]=1)/[C:4]#[N:5])=[O:29]. (2) Given the reactants Cl.[CH2:2]([CH:9]([CH2:18][P:19]([CH:22]([NH:24]C(OC(C)(C)C)=O)[CH3:23])([OH:21])=[O:20])[C:10]([NH:12][CH:13]([CH3:17])[C:14]([OH:16])=[O:15])=[O:11])[C:3]1[CH:8]=[CH:7][CH:6]=[CH:5][CH:4]=1.[C:32]([O:36][C:37]([NH:39][CH:40]([C:46]([N:48]1[CH2:52][CH2:51][CH2:50][CH:49]1[C:53]#[N:54])=[O:47])[CH2:41][CH2:42][C:43]([OH:45])=O)=[O:38])([CH3:35])([CH3:34])[CH3:33].[CH3:55]N1CCOCC1.Cl.CN(C)CCCN=C=NCC.OC1C2N=NNC=2C=CC=1, predict the reaction product. The product is: [CH3:55][O:16][C:14](=[O:15])[CH:13]([NH:12][C:10](=[O:11])[CH:9]([CH2:2][C:3]1[CH:8]=[CH:7][CH:6]=[CH:5][CH:4]=1)[CH2:18][P:19]([CH:22]([NH:24][C:43](=[O:45])[CH2:42][CH2:41][CH:40]([NH:39][C:37]([O:36][C:32]([CH3:33])([CH3:34])[CH3:35])=[O:38])[C:46]([N:48]1[CH2:52][CH2:51][CH2:50][CH:49]1[C:53]#[N:54])=[O:47])[CH3:23])([OH:21])=[O:20])[CH3:17]. (3) Given the reactants [C:1]1([CH:11]=[CH:12][CH2:13][CH2:14][C:15]2[C:23]3[C:18](=[C:19]([C:24]4[CH:29]=[CH:28][CH:27]=[CH:26][C:25]=4[CH3:30])[CH:20]=[CH:21][CH:22]=3)[NH:17][C:16]=2[C:31]([OH:33])=[O:32])[C:10]2[C:5](=[CH:6][CH:7]=[CH:8][CH:9]=2)[CH:4]=[CH:3][CH:2]=1, predict the reaction product. The product is: [CH3:30][C:25]1[CH:26]=[CH:27][CH:28]=[CH:29][C:24]=1[C:19]1[CH:20]=[CH:21][CH:22]=[C:23]2[C:18]=1[NH:17][C:16]([C:31]([OH:33])=[O:32])=[C:15]2[CH2:14][CH2:13][CH2:12][CH2:11][C:1]1[C:10]2[C:5](=[CH:6][CH:7]=[CH:8][CH:9]=2)[CH:4]=[CH:3][CH:2]=1. (4) Given the reactants [Br:1][C:2]1[C:45]([N+:46]([O-])=O)=[CH:44][CH:43]=[CH:42][C:3]=1[CH2:4][O:5][CH:6]1[CH:11]([C:12]2[CH:17]=[CH:16][C:15]([O:18][CH2:19][CH2:20][CH2:21][O:22][CH2:23][C:24]3[CH:29]=[CH:28][CH:27]=[CH:26][C:25]=3[O:30][CH3:31])=[CH:14][CH:13]=2)[CH2:10][CH2:9][N:8]([C:32]([O:34][CH2:35][C:36]2[CH:41]=[CH:40][CH:39]=[CH:38][CH:37]=2)=[O:33])[CH2:7]1.[CH:49]([Mg]Br)=[CH:50][CH3:51].[Cl-].[NH4+], predict the reaction product. The product is: [Br:1][C:2]1[C:3]([CH2:4][O:5][CH:6]2[CH:11]([C:12]3[CH:17]=[CH:16][C:15]([O:18][CH2:19][CH2:20][CH2:21][O:22][CH2:23][C:24]4[CH:29]=[CH:28][CH:27]=[CH:26][C:25]=4[O:30][CH3:31])=[CH:14][CH:13]=3)[CH2:10][CH2:9][N:8]([C:32]([O:34][CH2:35][C:36]3[CH:41]=[CH:40][CH:39]=[CH:38][CH:37]=3)=[O:33])[CH2:7]2)=[CH:42][CH:43]=[C:44]2[C:45]=1[NH:46][CH:49]=[C:50]2[CH3:51]. (5) Given the reactants [Cl:1][C:2]1[C:7]2[N:8]=[C:9]([CH3:11])[S:10][C:6]=2[CH:5]=[CH:4][C:3]=1[NH2:12].[CH2:13]([C:16]1[CH:24]=[CH:23][C:19]([C:20](Cl)=[O:21])=[CH:18][CH:17]=1)[CH2:14][CH3:15].C(N(CC)CC)C, predict the reaction product. The product is: [Cl:1][C:2]1[C:7]2[N:8]=[C:9]([CH3:11])[S:10][C:6]=2[CH:5]=[CH:4][C:3]=1[NH:12][C:20](=[O:21])[C:19]1[CH:23]=[CH:24][C:16]([CH2:13][CH2:14][CH3:15])=[CH:17][CH:18]=1. (6) Given the reactants [Br:1][CH2:2][C:3]1[O:7][N:6]=[C:5]([C:8]([C:16]2[CH:21]=[CH:20][CH:19]=[CH:18][CH:17]=2)([C:10]2[CH:15]=[CH:14][CH:13]=[CH:12][CH:11]=2)[OH:9])[CH:4]=1.[F:22][C:23]1[CH:24]=[C:25]([CH:35]=[CH:36][C:37]=1[CH3:38])[O:26][C@@H:27]1[CH:32]2[CH2:33][CH2:34][N:29]([CH2:30][CH2:31]2)[CH2:28]1, predict the reaction product. The product is: [Br-:1].[F:22][C:23]1[CH:24]=[C:25]([CH:35]=[CH:36][C:37]=1[CH3:38])[O:26][C@@H:27]1[CH:32]2[CH2:33][CH2:34][N+:29]([CH2:2][C:3]3[O:7][N:6]=[C:5]([C:8]([OH:9])([C:16]4[CH:21]=[CH:20][CH:19]=[CH:18][CH:17]=4)[C:10]4[CH:15]=[CH:14][CH:13]=[CH:12][CH:11]=4)[CH:4]=3)([CH2:30][CH2:31]2)[CH2:28]1. (7) Given the reactants [CH3:1][C:2]1[CH:7]=[CH:6][C:5]([S:8](Cl)(=[O:10])=[O:9])=[CH:4][CH:3]=1.[CH3:12][C:13]1[CH:18]=[CH:17][C:16]([CH3:19])=[CH:15][C:14]=1[CH3:20].[Al+3].[Cl-].[Cl-].[Cl-].Cl, predict the reaction product. The product is: [CH3:12][C:13]1[CH:18]=[C:17]([S:8]([C:5]2[CH:6]=[CH:7][C:2]([CH3:1])=[CH:3][CH:4]=2)(=[O:10])=[O:9])[C:16]([CH3:19])=[CH:15][C:14]=1[CH3:20].